From a dataset of Catalyst prediction with 721,799 reactions and 888 catalyst types from USPTO. Predict which catalyst facilitates the given reaction. (1) Reactant: [N:1]([C@H:4]1[CH2:9][C@H:8]2[C@H:10]3[C@H:19]([CH2:20][CH2:21][C@:6]2([CH3:7])[C@@H:5]1[OH:24])[C:18]1[CH:17]=[CH:16][C:15]([O:22][CH3:23])=[CH:14][C:13]=1[CH2:12][CH2:11]3)=[N+]=[N-].O.NN. Product: [NH2:1][C@H:4]1[CH2:9][C@H:8]2[C@H:10]3[C@H:19]([CH2:20][CH2:21][C@:6]2([CH3:7])[C@@H:5]1[OH:24])[C:18]1[CH:17]=[CH:16][C:15]([O:22][CH3:23])=[CH:14][C:13]=1[CH2:12][CH2:11]3. The catalyst class is: 227. (2) Reactant: [C:1]1([O:7][C:8](=[O:34])[N:9]([C:19]2[CH:24]=[C:23]([O:25][C:26]3[CH:31]=[CH:30][C:29]([NH2:32])=[C:28](F)[CH:27]=3)[CH:22]=[CH:21][N:20]=2)[C:10]([O:12][C:13]2[CH:18]=[CH:17][CH:16]=[CH:15][CH:14]=2)=[O:11])[CH:6]=[CH:5][CH:4]=[CH:3][CH:2]=1.[CH2:35]([O:42][C:43]([C:45]1([C:48]([OH:50])=O)[CH2:47][CH2:46]1)=[O:44])[C:36]1[CH:41]=[CH:40][CH:39]=[CH:38][CH:37]=1.C(N(CC)CC)C.[F:58][P-](F)(F)(F)(F)F.N1(O[P+](N(C)C)(N(C)C)N(C)C)C2C=CC=CC=2N=N1. Product: [C:1]1([O:7][C:8](=[O:34])[N:9]([C:19]2[C:24]([F:58])=[C:23]([O:25][C:26]3[CH:31]=[CH:30][C:29]([NH:32][C:48]([C:45]4([C:43]([O:42][CH2:35][C:36]5[CH:41]=[CH:40][CH:39]=[CH:38][CH:37]=5)=[O:44])[CH2:47][CH2:46]4)=[O:50])=[CH:28][CH:27]=3)[CH:22]=[CH:21][N:20]=2)[C:10]([O:12][C:13]2[CH:14]=[CH:15][CH:16]=[CH:17][CH:18]=2)=[O:11])[CH:2]=[CH:3][CH:4]=[CH:5][CH:6]=1. The catalyst class is: 9. (3) Product: [I:31][C:3]1[C:4]2[C:9](=[CH:8][CH:7]=[C:6]([NH:10][C:11](=[O:24])[CH:12]([N:18]3[CH2:19][CH2:20][CH2:21][CH2:22][CH2:23]3)[C:13]3[CH:17]=[CH:16][S:15][CH:14]=3)[CH:5]=2)[NH:1][N:2]=1. Reactant: [NH:1]1[C:9]2[C:4](=[CH:5][C:6]([NH:10][C:11](=[O:24])[CH:12]([N:18]3[CH2:23][CH2:22][CH2:21][CH2:20][CH2:19]3)[C:13]3[CH:17]=[CH:16][S:15][CH:14]=3)=[CH:7][CH:8]=2)[CH:3]=[N:2]1.C([O-])([O-])=O.[K+].[K+].[I:31]I. The catalyst class is: 3. (4) Reactant: [Cl-].[Ce+3].[Cl-].[Cl-].[CH3:5][Li].[F:7][C:8]1[CH:37]=[CH:36][C:11]([CH2:12][O:13][C:14]2[CH:19]=[CH:18][N:17]([C:20]3[CH:21]=[CH:22][C:23]4[N:27]=[C:26]([CH:28]5[CH2:31][C:30](=[O:32])[CH2:29]5)[N:25]([CH3:33])[C:24]=4[CH:34]=3)[C:16](=[O:35])[CH:15]=2)=[CH:10][CH:9]=1. Product: [F:7][C:8]1[CH:37]=[CH:36][C:11]([CH2:12][O:13][C:14]2[CH:19]=[CH:18][N:17]([C:20]3[CH:21]=[CH:22][C:23]4[N:27]=[C:26]([CH:28]5[CH2:31][C:30]([OH:32])([CH3:5])[CH2:29]5)[N:25]([CH3:33])[C:24]=4[CH:34]=3)[C:16](=[O:35])[CH:15]=2)=[CH:10][CH:9]=1. The catalyst class is: 1. (5) Reactant: [OH:1][C:2]1[N:9]=[C:8]([C:10]([F:13])([F:12])[F:11])[CH:7]=[C:6]([CH3:14])[C:3]=1[C:4]#[N:5].[H-].[Al+3].[Li+].[H-].[H-].[H-]. Product: [NH2:5][CH2:4][C:3]1[C:2]([OH:1])=[N:9][C:8]([C:10]([F:11])([F:12])[F:13])=[CH:7][C:6]=1[CH3:14]. The catalyst class is: 7. (6) Reactant: [CH3:1][O:2][C:3]1[CH:4]=[C:5]2[C:10](=[CH:11][CH:12]=1)[N:9]=[C:8]([C:13]1[CH:14]=[N:15][CH:16]=[CH:17][CH:18]=1)[N:7]=[C:6]2[N:19]1[C:27]2[C:22](=[CH:23][CH:24]=[C:25]([N+:28]([O-])=O)[CH:26]=2)[CH2:21][CH2:20]1. Product: [CH3:1][O:2][C:3]1[CH:4]=[C:5]2[C:10](=[CH:11][CH:12]=1)[N:9]=[C:8]([C:13]1[CH:14]=[N:15][CH:16]=[CH:17][CH:18]=1)[N:7]=[C:6]2[N:19]1[C:27]2[C:22](=[CH:23][CH:24]=[C:25]([NH2:28])[CH:26]=2)[CH2:21][CH2:20]1. The catalyst class is: 394.